Dataset: Forward reaction prediction with 1.9M reactions from USPTO patents (1976-2016). Task: Predict the product of the given reaction. (1) The product is: [N:10]1[CH:11]=[CH:12][CH:13]=[CH:14][C:9]=1[CH:23]1[CH2:24][NH:25][CH2:26][CH2:27][CH2:28][N:22]1[C:15]([O:17][C:18]([CH3:21])([CH3:20])[CH3:19])=[O:16]. Given the reactants CC(C)([O-])C.[K+].Cl.Br[C:9]1[CH:14]=[CH:13][CH:12]=[CH:11][N:10]=1.[C:15]([N:22]1[CH2:28][CH2:27][CH2:26][NH:25][CH2:24][CH2:23]1)([O:17][C:18]([CH3:21])([CH3:20])[CH3:19])=[O:16], predict the reaction product. (2) Given the reactants C[O:2][C:3](=[O:30])/[CH:4]=[CH:5]/[C:6]1[CH:7]=[CH:8][C:9]2[O:27][C:13]3([CH2:18][CH2:17][CH2:16][N:15]([CH2:19][CH2:20][C:21]4[CH:26]=[CH:25][CH:24]=[CH:23][CH:22]=4)[CH2:14]3)[NH:12][C:11](=[O:28])[C:10]=2[CH:29]=1.[OH-].[Na+], predict the reaction product. The product is: [C:21]1([CH2:20][CH2:19][N:15]2[CH2:16][CH2:17][CH2:18][C:13]3([NH:12][C:11](=[O:28])[C:10]4[CH:29]=[C:6](/[CH:5]=[CH:4]/[C:3]([OH:30])=[O:2])[CH:7]=[CH:8][C:9]=4[O:27]3)[CH2:14]2)[CH:26]=[CH:25][CH:24]=[CH:23][CH:22]=1.